Dataset: Full USPTO retrosynthesis dataset with 1.9M reactions from patents (1976-2016). Task: Predict the reactants needed to synthesize the given product. Given the product [OH:25][C@@H:22]([C:20]1([C:15]2[O:45][N:31]=[C:40]([C:41]3[CH:42]=[CH:43][C:47]([OH:46])=[CH:48][CH:49]=3)[C:7]=2[C:9]2[CH:10]=[CH:11][CH:12]=[CH:13][CH:14]=2)[CH2:19][CH2:18]1)[CH2:23][CH3:24], predict the reactants needed to synthesize it. The reactants are: B1(C)O[C:7]([C:15]2[CH:20]=[CH:19][CH:18]=CC=2)([C:9]2[CH:14]=[CH:13][CH:12]=[CH:11][CH:10]=2)[C@H]2N1CCC2.[CH:22](=[O:25])[CH2:23][CH3:24].[F-].C([N+:31]([CH2:40][CH2:41][CH2:42][CH3:43])(CCCC)CCCC)CCC.C[OH:45].[O:46]1C[CH2:49][CH2:48][CH2:47]1.